From a dataset of Forward reaction prediction with 1.9M reactions from USPTO patents (1976-2016). Predict the product of the given reaction. The product is: [OH:54][NH:53][C:10]([C@@H:4]1[C@H:3]([N:2]([CH3:1])[S:13]([C:16]2[CH:17]=[CH:18][C:19]([O:22][CH2:23][C:24]3[CH:33]=[CH:32][C:31]4[C:26](=[CH:27][CH:28]=[CH:29][CH:30]=4)[N:25]=3)=[CH:20][CH:21]=2)(=[O:14])=[O:15])[C@@H:8]2[CH2:9][C@H:5]1[CH2:6][CH2:7]2)=[O:11]. Given the reactants [CH3:1][N:2]([S:13]([C:16]1[CH:21]=[CH:20][C:19]([O:22][CH2:23][C:24]2[CH:33]=[CH:32][C:31]3[C:26](=[CH:27][CH:28]=[CH:29][CH:30]=3)[N:25]=2)=[CH:18][CH:17]=1)(=[O:15])=[O:14])[CH:3]1[CH:8]2[CH2:9][CH:5]([CH2:6][CH2:7]2)[CH:4]1[C:10](O)=[O:11].CCN=C=NCCCN(C)C.C1C=CC2[N:53]([OH:54])N=NC=2C=1.NO, predict the reaction product.